The task is: Predict the product of the given reaction.. This data is from Forward reaction prediction with 1.9M reactions from USPTO patents (1976-2016). Given the reactants [Br:1][CH2:2][CH:3]1[CH2:7][C:6]2[CH:8]=[C:9]([F:12])[CH:10]=[CH:11][C:5]=2[O:4]1.[Br:13]Br, predict the reaction product. The product is: [Br:13][C:11]1[C:5]2[O:4][C@@H:3]([CH2:2][Br:1])[CH2:7][C:6]=2[CH:8]=[C:9]([F:12])[CH:10]=1.